Dataset: Reaction yield outcomes from USPTO patents with 853,638 reactions. Task: Predict the reaction yield, written as a fraction of the theoretical maximum amount of product (1.0 means a 100% yield; for example, 0.34 means a 34% yield). (1) The reactants are C(OC([NH:8][CH2:9][CH2:10][CH2:11][C:12]1[CH:13]=[C:14]([NH:17][C:18]2[C:27]3[C:22](=[CH:23][CH:24]=[CH:25][CH:26]=3)[N:21]=[C:20]([C:28]3[CH:33]=[CH:32][CH:31]=[CH:30][CH:29]=3)[N:19]=2)[NH:15][N:16]=1)=O)(C)(C)C.C(O)(C(F)(F)F)=O. The catalyst is ClCCl. The product is [NH2:8][CH2:9][CH2:10][CH2:11][C:12]1[CH:13]=[C:14]([NH:17][C:18]2[C:27]3[C:22](=[CH:23][CH:24]=[CH:25][CH:26]=3)[N:21]=[C:20]([C:28]3[CH:33]=[CH:32][CH:31]=[CH:30][CH:29]=3)[N:19]=2)[NH:15][N:16]=1. The yield is 0.630. (2) The reactants are O1CCCC1.C[Si](C)(C)[C:8]([F:11])([F:10])[F:9].[O:14]1[CH2:17][C:16](=[O:18])[CH2:15]1.Cl. The catalyst is CCOC(C)=O.CCCC[N+](CCCC)(CCCC)CCCC.[F-]. The product is [F:9][C:8]([F:11])([F:10])[C:16]1([OH:18])[CH2:17][O:14][CH2:15]1. The yield is 0.406. (3) The reactants are [CH2:1]([O:3][C:4]([C:6]1[CH:7]=[N:8][N:9]([CH3:14])[C:10]=1[C:11](Cl)=[O:12])=[O:5])[CH3:2].[NH2:15][C:16]1[C:21]([C:22]#[N:23])=[CH:20][N:19]2[CH:24]=[C:25]([C:27]3[CH:32]=[CH:31][CH:30]=[CH:29][CH:28]=3)[N:26]=[C:18]2[CH:17]=1.C(N(CC)CC)C. The catalyst is ClCCl. The product is [CH2:1]([O:3][C:4]([C:6]1[CH:7]=[N:8][N:9]([CH3:14])[C:10]=1[C:11](=[O:12])[NH:15][C:16]1[C:21]([C:22]#[N:23])=[CH:20][N:19]2[CH:24]=[C:25]([C:27]3[CH:28]=[CH:29][CH:30]=[CH:31][CH:32]=3)[N:26]=[C:18]2[CH:17]=1)=[O:5])[CH3:2]. The yield is 0.420. (4) The reactants are Cl.[NH2:2][CH2:3][C:4]#[N:5].[C:6](O[C:6]([O:8][C:9]([CH3:12])([CH3:11])[CH3:10])=[O:7])([O:8][C:9]([CH3:12])([CH3:11])[CH3:10])=[O:7]. The catalyst is ClCCl. The product is [CH3:10][C:9]([O:8][C:6]([NH:5][CH2:4][C:3]#[N:2])=[O:7])([CH3:12])[CH3:11]. The yield is 0.660. (5) The reactants are [CH3:1][N:2]1[C:10]([CH:11](O)[CH3:12])=[C:9]2[C:4]([C:5]([C:14]3[C:19]([CH3:20])=[CH:18][C:17]([CH3:21])=[CH:16][C:15]=3[CH3:22])=[CH:6][CH:7]=[CH:8]2)=[N:3]1.O.C1(C)C=CC(S(O)(=O)=O)=CC=1. The catalyst is C1(C)C=CC=CC=1. The product is [CH3:1][N:2]1[C:10]([CH:11]=[CH2:12])=[C:9]2[C:4]([C:5]([C:14]3[C:19]([CH3:20])=[CH:18][C:17]([CH3:21])=[CH:16][C:15]=3[CH3:22])=[CH:6][CH:7]=[CH:8]2)=[N:3]1. The yield is 0.550. (6) The product is [OH:13][CH:12]([C:2]1[S:3][CH:4]=[CH:5][N:6]=1)[C:14]1[CH:15]=[CH:16][C:17]([C:18]([O:20][CH3:21])=[O:19])=[CH:22][CH:23]=1. The reactants are Br[C:2]1[S:3][CH:4]=[CH:5][N:6]=1.C([Mg]Cl)(C)C.[CH:12]([C:14]1[CH:23]=[CH:22][C:17]([C:18]([O:20][CH3:21])=[O:19])=[CH:16][CH:15]=1)=[O:13]. The yield is 0.960. The catalyst is C1COCC1. (7) The reactants are [CH3:1][O:2][C:3]1[CH:8]=[CH:7][CH:6]=[CH:5][C:4]=1[SH:9].F[C:11]1[CH:16]=[CH:15][CH:14]=[CH:13][C:12]=1[N+:17]([O-:19])=[O:18].[CH3:20][O:21][C:22]1[CH:27]=[CH:26][CH:25]=[CH:24][C:23]=1[S:28][C:29]1[CH:35]=[CH:34][CH:33]=[CH:32][C:30]=1[NH2:31].[NH2:36][C:37]1[S:38][CH:39]=[CH:40][N:41]=1. No catalyst specified. The product is [CH3:1][O:2][C:3]1[CH:8]=[CH:7][CH:6]=[CH:5][C:4]=1[S:9][C:11]1[CH:16]=[CH:15][CH:14]=[CH:13][C:12]=1[N+:17]([O-:19])=[O:18].[CH3:20][O:21][C:22]1[CH:27]=[CH:26][CH:25]=[CH:24][C:23]=1[S:28][C:29]1[CH:35]=[CH:34][CH:33]=[CH:32][C:30]=1[NH:31][C:1]([NH:36][C:37]1[S:38][CH:39]=[CH:40][N:41]=1)=[O:2]. The yield is 0.820. (8) The reactants are [O:1]=[C:2]1[NH:5][C@H:4]([C:6]([O:8][CH2:9][C:10]2[CH:15]=[CH:14][CH:13]=[CH:12][CH:11]=2)=[O:7])[CH2:3]1.CN(C=O)C.N1C=CN=C1.[Si:26](Cl)([C:29]([CH3:32])([CH3:31])[CH3:30])([CH3:28])[CH3:27]. The catalyst is CCOCC. The product is [Si:26]([N:5]1[C:2](=[O:1])[CH2:3][C@H:4]1[C:6]([O:8][CH2:9][C:10]1[CH:15]=[CH:14][CH:13]=[CH:12][CH:11]=1)=[O:7])([C:29]([CH3:32])([CH3:31])[CH3:30])([CH3:28])[CH3:27]. The yield is 0.840. (9) The reactants are ClS(O)(=O)=O.S(=O)(=O)(O)O.C(O)(=O)/C=C/C(O)=O.C(O)(=O)/C=C\C(O)=O.[N+:27]([C:30]1[CH:46]=[CH:45][CH:44]=[CH:43][C:31]=1[O:32]/[C:33](=[CH:38]\[C:39]([O:41]C)=O)/[C:34]([O:36][CH3:37])=[O:35])([O-:29])=[O:28].[N+](C1C=CC=CC=1O/C(=C/C(OC)=O)/C(OC)=O)([O-])=O. No catalyst specified. The product is [N+:27]([C:30]1[C:31]2[O:32][C:33]([C:34]([O:36][CH3:37])=[O:35])=[CH:38][C:39](=[O:41])[C:43]=2[CH:44]=[CH:45][CH:46]=1)([O-:29])=[O:28]. The yield is 0.880.